From a dataset of Reaction yield outcomes from USPTO patents with 853,638 reactions. Predict the reaction yield, written as a fraction of the theoretical maximum amount of product (1.0 means a 100% yield; for example, 0.34 means a 34% yield). (1) The reactants are [Br:1][C:2]1[C:3]([O:13][CH3:14])=[CH:4][C:5]([O:11][CH3:12])=[C:6]([CH:10]=1)[C:7]([OH:9])=[O:8].S(=O)(=O)(O)O.[CH3:20]O.[OH-].[Na+]. The catalyst is C(OCC)(=O)C. The product is [Br:1][C:2]1[C:3]([O:13][CH3:14])=[CH:4][C:5]([O:11][CH3:12])=[C:6]([CH:10]=1)[C:7]([O:9][CH3:20])=[O:8]. The yield is 0.900. (2) The reactants are [F:1][C:2]1[CH:3]=[CH:4][CH:5]=[C:6]2[C:10]=1[NH:9][C:8](=[O:11])[CH2:7]2.[Br:12]Br.[K+].[Br-]. The catalyst is O. The product is [Br:12][C:4]1[CH:5]=[C:6]2[C:10](=[C:2]([F:1])[CH:3]=1)[NH:9][C:8](=[O:11])[CH2:7]2. The yield is 0.750. (3) The reactants are [NH2:1][C:2](=[S:13])[C@@H:3]([NH:5][C:6](=[O:12])[O:7][C:8]([CH3:11])([CH3:10])[CH3:9])[CH3:4].Cl[CH:15]([CH:18]=O)[CH:16]=[O:17].C(=O)([O-])[O-].[Mg+2]. The catalyst is O1CCOCC1. The product is [CH:16]([C:15]1[S:13][C:2]([CH:3]([NH:5][C:6](=[O:12])[O:7][C:8]([CH3:9])([CH3:11])[CH3:10])[CH3:4])=[N:1][CH:18]=1)=[O:17]. The yield is 0.640. (4) The reactants are Cl[C:2]1[C:11]2[C:6](=[CH:7][C:8]([CH3:12])=[CH:9][CH:10]=2)[N:5]=[C:4]([C:13]2[C:18]([F:19])=[CH:17][CH:16]=[CH:15][C:14]=2[OH:20])[N:3]=1.C(N(CC)CC)C.[NH:28]1[CH2:33][CH2:32][CH:31]([NH:34][C:35](=[O:41])[O:36][C:37]([CH3:40])([CH3:39])[CH3:38])[CH2:30][CH2:29]1. The catalyst is C(Cl)Cl. The product is [F:19][C:18]1[CH:17]=[CH:16][CH:15]=[C:14]([OH:20])[C:13]=1[C:4]1[N:3]=[C:2]([N:28]2[CH2:29][CH2:30][CH:31]([NH:34][C:35](=[O:41])[O:36][C:37]([CH3:39])([CH3:38])[CH3:40])[CH2:32][CH2:33]2)[C:11]2[C:6](=[CH:7][C:8]([CH3:12])=[CH:9][CH:10]=2)[N:5]=1. The yield is 0.960. (5) The reactants are [F:1][C:2]1[CH:20]=[CH:19][C:5]([CH2:6][O:7][C:8]2[CH:9]=[C:10]3[C:14](=[CH:15][CH:16]=2)[C:13](=[O:17])[NH:12][C:11]3=[O:18])=[CH:4][CH:3]=1.[H-].[Na+].Br[CH2:24][C:25]([NH2:27])=[O:26].O. The catalyst is O1CCCC1. The product is [F:1][C:2]1[CH:20]=[CH:19][C:5]([CH2:6][O:7][C:8]2[CH:9]=[C:10]3[C:14](=[CH:15][CH:16]=2)[C:13](=[O:17])[N:12]([CH2:24][C:25]([NH2:27])=[O:26])[C:11]3=[O:18])=[CH:4][CH:3]=1. The yield is 0.650. (6) The reactants are [OH:1][N:2]=[C:3]([Cl:14])[C@H:4]1[CH2:8][O:7][C:6]2([CH2:13][CH2:12][CH2:11][CH2:10][CH2:9]2)[O:5]1.[CH3:15][S:16](Cl)(=[O:18])=[O:17].C(N(C(C)C)C(C)C)C. The catalyst is C1COCC1. The product is [CH3:15][S:16]([O:1][N:2]=[C:3]([Cl:14])[C@H:4]1[CH2:8][O:7][C:6]2([CH2:13][CH2:12][CH2:11][CH2:10][CH2:9]2)[O:5]1)(=[O:18])=[O:17]. The yield is 0.738. (7) The reactants are [CH3:1][O:2][C:3](=[O:18])[CH:4]([C:11]1[CH:16]=[CH:15][C:14](I)=[CH:13][CH:12]=1)[CH2:5][CH:6]1[CH2:10][CH2:9][CH2:8][CH2:7]1.[N:19]1[CH:24]=[CH:23][C:22](B(O)O)=[CH:21][CH:20]=1.C(=O)([O-])[O-].[Na+].[Na+]. The catalyst is COCCOC.O.Cl[Pd](Cl)([P](C1C=CC=CC=1)(C1C=CC=CC=1)C1C=CC=CC=1)[P](C1C=CC=CC=1)(C1C=CC=CC=1)C1C=CC=CC=1. The product is [CH3:1][O:2][C:3](=[O:18])[CH:4]([C:11]1[CH:16]=[CH:15][C:14]([C:22]2[CH:23]=[CH:24][N:19]=[CH:20][CH:21]=2)=[CH:13][CH:12]=1)[CH2:5][CH:6]1[CH2:10][CH2:9][CH2:8][CH2:7]1. The yield is 0.280.